This data is from Full USPTO retrosynthesis dataset with 1.9M reactions from patents (1976-2016). The task is: Predict the reactants needed to synthesize the given product. (1) The reactants are: [N:1]1[C:10]2[C:5](=[CH:6][C:7]([CH2:11][C:12]3[N:16]4[N:17]=[C:18]([C:21](=O)[CH3:22])[CH:19]=[CH:20][C:15]4=[N:14][N:13]=3)=[CH:8][CH:9]=2)[CH:4]=[CH:3][CH:2]=1.[CH3:24][O:25][NH2:26]. Given the product [CH3:24][O:25]/[N:26]=[C:21](/[C:18]1[CH:19]=[CH:20][C:15]2[N:16]([C:12]([CH2:11][C:7]3[CH:6]=[C:5]4[C:10](=[CH:9][CH:8]=3)[N:1]=[CH:2][CH:3]=[CH:4]4)=[N:13][N:14]=2)[N:17]=1)\[CH3:22], predict the reactants needed to synthesize it. (2) Given the product [F:23][C:16]1[CH:17]=[C:18]([O:21][CH3:22])[CH:19]=[CH:20][C:15]=1[C:12]1[CH:13]=[C:14]2[C:9](=[CH:10][C:11]=1[CH3:24])[NH:8][N:7]=[C:6]2[C:4]([O:3][CH2:1][CH3:2])=[O:5], predict the reactants needed to synthesize it. The reactants are: [CH2:1]([O:3][C:4]([C:6]1[N:7](COCC[Si](C)(C)C)[N:8]=[C:9]2[C:14]=1[CH:13]=[C:12]([C:15]1[CH:20]=[CH:19][C:18]([O:21][CH3:22])=[CH:17][C:16]=1[F:23])[C:11]([CH3:24])=[CH:10]2)=[O:5])[CH3:2].Cl. (3) Given the product [NH2:21][C:19]1[NH:18][N:17]=[C:16]([NH:15][C:11]2[CH:12]=[C:13]([Cl:14])[C:8]([C:5]3[CH:6]=[CH:7][C:2]([NH:1][C:26](=[O:27])[CH2:25][O:24][CH3:23])=[CH:3][CH:4]=3)=[C:9]([Cl:22])[CH:10]=2)[N:20]=1, predict the reactants needed to synthesize it. The reactants are: [NH2:1][C:2]1[CH:7]=[CH:6][C:5]([C:8]2[C:13]([Cl:14])=[CH:12][C:11]([NH:15][C:16]3[N:20]=[C:19]([NH2:21])[NH:18][N:17]=3)=[CH:10][C:9]=2[Cl:22])=[CH:4][CH:3]=1.[CH3:23][O:24][CH2:25][C:26](O)=[O:27].CCN(C(C)C)C(C)C.CN(C(ON1N=NC2C=CC=NC1=2)=[N+](C)C)C.F[P-](F)(F)(F)(F)F. (4) The reactants are: C(OC([N:8]1[CH2:17][CH2:16][C:15]2[C:11](=[C:12](OS(C(F)(F)F)(=O)=O)[N:13]([CH:18]3[CH2:22][CH2:21][CH2:20][CH2:19]3)[N:14]=2)[CH2:10][CH2:9]1)=O)(C)(C)C.[S:31]1[CH:35]=[CH:34][C:33](B(O)O)=[CH:32]1. Given the product [CH:18]1([N:13]2[C:12]([C:33]3[CH:34]=[CH:35][S:31][CH:32]=3)=[C:11]3[C:15]([CH2:16][CH2:17][NH:8][CH2:9][CH2:10]3)=[N:14]2)[CH2:19][CH2:20][CH2:21][CH2:22]1, predict the reactants needed to synthesize it. (5) Given the product [NH2:17][CH2:16][CH2:15][CH2:14][NH:13][C:11]([C:10]1[C:5]([NH:4][CH2:1][CH2:2][CH3:3])=[N:6][C:7]([NH:25][CH2:26][CH2:27][C:28]2[CH:33]=[CH:32][N:31]=[CH:30][CH:29]=2)=[N:8][CH:9]=1)=[O:12], predict the reactants needed to synthesize it. The reactants are: [CH2:1]([NH:4][C:5]1[C:10]([C:11]([NH:13][CH2:14][CH2:15][CH2:16][NH:17]C(=O)OC(C)(C)C)=[O:12])=[CH:9][N:8]=[C:7]([NH:25][CH2:26][CH2:27][C:28]2[CH:33]=[CH:32][N:31]=[CH:30][CH:29]=2)[N:6]=1)[CH2:2][CH3:3].C(=O)([O-])O.[Na+].C(OCC)(=O)C. (6) Given the product [OH:4][CH:5]([CH:14]1[CH2:19][CH2:18][N:17]([C:20]([O:22][C:23]([CH3:24])([CH3:25])[CH3:26])=[O:21])[CH:16]([CH3:27])[C:15]1=[O:28])[CH:6]=[O:1], predict the reactants needed to synthesize it. The reactants are: [O:1]=[O+][O-].[OH:4][CH:5]([CH:14]1[CH2:19][CH2:18][N:17]([C:20]([O:22][C:23]([CH3:26])([CH3:25])[CH3:24])=[O:21])[CH:16]([CH3:27])[C:15]1=[O:28])/[CH:6]=C/C1C=CC=CC=1. (7) Given the product [NH2:20][C:11]1[C:10]2[N:9]=[C:8]([CH2:21][CH2:22][O:23][CH3:24])[N:7]([CH2:6][CH2:5][O:4][CH2:3][CH2:2][NH:1][C:32](=[O:46])[CH2:33][CH2:34][CH2:35][CH2:36][CH2:37][CH2:38][CH2:39][CH2:40][CH2:41][CH2:42][CH2:43][CH2:44][CH3:45])[C:19]=2[C:18]2[CH:17]=[CH:16][CH:15]=[CH:14][C:13]=2[N:12]=1, predict the reactants needed to synthesize it. The reactants are: [NH2:1][CH2:2][CH2:3][O:4][CH2:5][CH2:6][N:7]1[C:19]2[C:18]3[CH:17]=[CH:16][CH:15]=[CH:14][C:13]=3[N:12]=[C:11]([NH2:20])[C:10]=2[N:9]=[C:8]1[CH2:21][CH2:22][O:23][CH3:24].C(N(CC)CC)C.[C:32](Cl)(=[O:46])[CH2:33][CH2:34][CH2:35][CH2:36][CH2:37][CH2:38][CH2:39][CH2:40][CH2:41][CH2:42][CH2:43][CH2:44][CH3:45]. (8) The reactants are: [NH2:1][C:2]1[C:3]([NH:23][C@H:24]2[CH2:29][CH2:28][C@@H:27]([C:30](=[O:35])[NH:31][CH:32]([CH3:34])[CH3:33])[CH2:26][CH2:25]2)=[CH:4][C:5]([O:8][CH:9]2[CH2:14][CH2:13][N:12]([CH2:15][C:16]([O:18][C:19]([CH3:22])([CH3:21])[CH3:20])=[O:17])[CH2:11][CH2:10]2)=[N:6][CH:7]=1.[F:36][C:37]1[CH:71]=[CH:70][C:40]([C:41](/[N:43]=[C:44]2/N([C@H]3CC[C@@H](C(=O)NC(C)C)CC3)C3C=C(OCCOC)N=CC=3N/2)=[O:42])=[CH:39][CH:38]=1. Given the product [F:36][C:37]1[CH:38]=[CH:39][C:40]([C:41](/[N:43]=[C:44]2/[N:23]([C@H:24]3[CH2:25][CH2:26][C@@H:27]([C:30](=[O:35])[NH:31][CH:32]([CH3:33])[CH3:34])[CH2:28][CH2:29]3)[C:3]3[CH:4]=[C:5]([O:8][CH:9]4[CH2:14][CH2:13][N:12]([CH2:15][C:16]([O:18][C:19]([CH3:22])([CH3:21])[CH3:20])=[O:17])[CH2:11][CH2:10]4)[N:6]=[CH:7][C:2]=3[NH:1]/2)=[O:42])=[CH:70][CH:71]=1, predict the reactants needed to synthesize it.